This data is from Full USPTO retrosynthesis dataset with 1.9M reactions from patents (1976-2016). The task is: Predict the reactants needed to synthesize the given product. (1) Given the product [Cl:21][C:10]1[C:11]2[C:16](=[CH:15][CH:14]=[CH:13][CH:12]=2)[CH:17]=[C:8]([NH:7][C:4]2[CH:3]=[C:2]([CH3:1])[NH:6][N:5]=2)[N:9]=1, predict the reactants needed to synthesize it. The reactants are: [CH3:1][C:2]1[NH:6][N:5]=[C:4]([NH:7][C:8]2[NH:9][C:10](=O)[C:11]3[C:16]([CH:17]=2)=[CH:15][CH:14]=[CH:13][CH:12]=3)[CH:3]=1.O=P(Cl)(Cl)[Cl:21]. (2) Given the product [PH:2](=[O:17])([O:3][O:20][CH:21]([CH3:24])[CH3:22])[O:13][CH3:14], predict the reactants needed to synthesize it. The reactants are: C[P:2](=[O:17])([O:13][CH:14](C)C)[O:3]C1C=CC([N+]([O-])=O)=CC=1.CP(=O)(OC1C=CC([N+]([O-])=O)=CC=1)[O:20][CH:21]([CH3:24])[CH2:22]F.CP(=O)(OC1C=CC([N+]([O-])=O)=CC=1)OC(C)CCl.CP(=O)(OC1C=CC([N+]([O-])=O)=CC=1)OC(C)CBr.CP(=O)(OC1C=CC([N+]([O-])=O)=CC=1)OC(C)CI.CP(OC1C=CC([N+]([O-])=O)=CC=1C(C)COS(C1C=CC(C)=CC=1)(=O)=O)(=O)[O-]. (3) Given the product [C:15]([O:14][N:13]=[C:11]1[CH2:12][NH:8][C@H:9]([C:19]([NH:33][C:28]2[CH:29]=[CH:30][CH:31]=[CH:32][C:27]=2[N:22]2[CH:26]=[CH:25][CH:24]=[CH:23]2)=[O:21])[CH2:10]1)([CH3:16])([CH3:17])[CH3:18], predict the reactants needed to synthesize it. The reactants are: C(OC([N:8]1[CH2:12][C:11](=[N:13][O:14][C:15]([CH3:18])([CH3:17])[CH3:16])[CH2:10][C@H:9]1[C:19]([OH:21])=O)=O)(C)(C)C.[N:22]1([C:27]2[CH:32]=[CH:31][CH:30]=[CH:29][C:28]=2[NH2:33])[CH:26]=[CH:25][CH:24]=[CH:23]1. (4) Given the product [Cl:24][C:25]1[CH:30]=[C:29]([O:1][CH2:2][CH2:3][C:4]2[C:13]3[C:8](=[CH:9][CH:10]=[CH:11][CH:12]=3)[C:7]([NH:14][C:15](=[O:21])[O:16][C:17]([CH3:18])([CH3:20])[CH3:19])=[CH:6][CH:5]=2)[CH:28]=[CH:27][N:26]=1, predict the reactants needed to synthesize it. The reactants are: [OH:1][CH2:2][CH2:3][C:4]1[C:13]2[C:8](=[CH:9][CH:10]=[CH:11][CH:12]=2)[C:7]([NH:14][C:15](=[O:21])[O:16][C:17]([CH3:20])([CH3:19])[CH3:18])=[CH:6][CH:5]=1.[H-].[Na+].[Cl:24][C:25]1[CH:30]=[C:29](F)[CH:28]=[CH:27][N:26]=1.O. (5) Given the product [Cl:26][C:22]1[CH:21]=[C:20]2[C:25](=[CH:24][CH:23]=1)[N:17]([C:15]([C:14]1[C:9]([NH:8][CH2:1][C:2]3[CH:3]=[CH:4][CH:5]=[CH:6][N:34]=3)=[N:10][CH:11]=[CH:12][CH:13]=1)=[O:16])[CH2:18][CH2:19]2, predict the reactants needed to synthesize it. The reactants are: [CH2:1]([NH:8][C:9]1[C:14]([C:15]([N:17]2[C:25]3[C:20](=[CH:21][C:22]([Cl:26])=[CH:23][CH:24]=3)[CH2:19][CH2:18]2)=[O:16])=[CH:13][CH:12]=[CH:11][N:10]=1)[C:2]1C=[CH:6][CH:5]=[CH:4][CH:3]=1.C([NH2:34])C1C=CC=CC=1.NCC1C=NC=CC=1.